This data is from Reaction yield outcomes from USPTO patents with 853,638 reactions. The task is: Predict the reaction yield, written as a fraction of the theoretical maximum amount of product (1.0 means a 100% yield; for example, 0.34 means a 34% yield). (1) The reactants are C[O:2][C:3]([C:5]1[C:6]2[CH2:7][CH:8]([C:19]3[CH:24]=[CH:23][C:22]([OH:25])=[CH:21][CH:20]=3)[CH:9]3[CH2:18][CH2:17][CH2:16][CH:10]3[C:11]=2[CH:12]=[C:13]([OH:15])[CH:14]=1)=[O:4].[OH-].[Na+]. The catalyst is C(O)C. The product is [OH:15][C:13]1[CH:14]=[C:5]([C:3]([OH:4])=[O:2])[C:6]2[CH2:7][CH:8]([C:19]3[CH:24]=[CH:23][C:22]([OH:25])=[CH:21][CH:20]=3)[CH:9]3[CH2:18][CH2:17][CH2:16][CH:10]3[C:11]=2[CH:12]=1. The yield is 0.840. (2) The reactants are [CH3:1][Si:2]([CH3:10])([CH3:9])[O:3][C:4]([CH3:8])([C:6]#[CH:7])[CH3:5].[Li]CCCC.CON(C)[C:19](=[O:26])[C:20]1[CH:25]=[CH:24][N:23]=[CH:22][CH:21]=1. The catalyst is C1COCC1. The product is [CH3:5][C:4]([O:3][Si:2]([CH3:10])([CH3:9])[CH3:1])([CH3:8])[C:6]#[C:7][C:19]([C:20]1[CH:25]=[CH:24][N:23]=[CH:22][CH:21]=1)=[O:26]. The yield is 0.270. (3) The reactants are [F:1][C@@H:2]1[CH2:7][CH2:6][N:5]([C:8]([O:10][C:11]([CH3:14])([CH3:13])[CH3:12])=[O:9])[CH2:4][C@H:3]1[OH:15].[CH3:16][C:17]1[CH:22]=[CH:21][C:20]([S:23](Cl)(=[O:25])=[O:24])=[CH:19][CH:18]=1. The catalyst is N1C=CC=CC=1. The product is [F:1][C@@H:2]1[CH2:7][CH2:6][N:5]([C:8]([O:10][C:11]([CH3:12])([CH3:14])[CH3:13])=[O:9])[CH2:4][C@H:3]1[O:15][S:23]([C:20]1[CH:21]=[CH:22][C:17]([CH3:16])=[CH:18][CH:19]=1)(=[O:25])=[O:24]. The yield is 0.750. (4) The reactants are [CH:1]1([N:4]([CH2:6][C:7]2[CH:12]=[CH:11][C:10]([CH3:13])=[C:9](Br)[CH:8]=2)[CH3:5])[CH2:3][CH2:2]1.C(N(CC)CC)C.O1CCCC1.[CH3:27][Si:28]([C:31]#[CH:32])([CH3:30])[CH3:29]. The catalyst is CCCCCC.[Cu]I.Cl[Pd](Cl)([P](C1C=CC=CC=1)(C1C=CC=CC=1)C1C=CC=CC=1)[P](C1C=CC=CC=1)(C1C=CC=CC=1)C1C=CC=CC=1.C(OCC)(=O)C. The product is [CH:1]1([N:4]([CH3:5])[CH2:6][C:7]2[CH:12]=[CH:11][C:10]([CH3:13])=[C:9]([C:32]#[C:31][Si:28]([CH3:30])([CH3:29])[CH3:27])[CH:8]=2)[CH2:3][CH2:2]1. The yield is 0.940. (5) The product is [Cl:24][C:25]1[N:26]=[CH:27][N:28]([CH2:33][O:34][CH2:35][CH2:36][Si:37]([CH3:40])([CH3:39])[CH3:38])[C:29]=1[C:30]([NH:1][CH2:2][C:3]1[CH:8]=[CH:7][C:6]([Cl:9])=[C:5]([O:10][C:11]2[CH:18]=[C:17]([C:19]([F:22])([F:20])[F:21])[CH:16]=[C:13]([C:14]#[N:15])[CH:12]=2)[C:4]=1[F:23])=[O:31]. The catalyst is CN(C=O)C.CCOC(C)=O. The reactants are [NH2:1][CH2:2][C:3]1[C:4]([F:23])=[C:5]([O:10][C:11]2[CH:12]=[C:13]([CH:16]=[C:17]([C:19]([F:22])([F:21])[F:20])[CH:18]=2)[C:14]#[N:15])[C:6]([Cl:9])=[CH:7][CH:8]=1.[Cl:24][C:25]1[N:26]=[CH:27][N:28]([CH2:33][O:34][CH2:35][CH2:36][Si:37]([CH3:40])([CH3:39])[CH3:38])[C:29]=1[C:30](O)=[O:31].CN(C(ON1N=NC2C=CC=NC1=2)=[N+](C)C)C.F[P-](F)(F)(F)(F)F.C(N(C(C)C)CC)(C)C. The yield is 0.650. (6) The reactants are C[O:2][C:3](=[O:24])[C:4]1[CH:9]=[C:8]([C:10]2[S:11][CH:12]=[C:13]([C:15]3[CH:20]=[CH:19][C:18]([Cl:21])=[C:17]([Cl:22])[CH:16]=3)[N:14]=2)[CH:7]=[CH:6][C:5]=1Br.[Cl:25][C:26]1[CH:31]=[CH:30][C:29]([O:32][CH3:33])=[CH:28][C:27]=1B(O)O. No catalyst specified. The product is [Cl:25][C:26]1[CH:31]=[CH:30][C:29]([O:32][CH3:33])=[CH:28][C:27]=1[C:5]1[C:4]([C:3]([OH:2])=[O:24])=[CH:9][C:8]([C:10]2[S:11][CH:12]=[C:13]([C:15]3[CH:20]=[CH:19][C:18]([Cl:21])=[C:17]([Cl:22])[CH:16]=3)[N:14]=2)=[CH:7][CH:6]=1. The yield is 0.290.